From a dataset of Forward reaction prediction with 1.9M reactions from USPTO patents (1976-2016). Predict the product of the given reaction. (1) Given the reactants [Cl:1][C:2]1[CH:3]=[C:4]([NH2:16])[C:5](N[C@@H]2CCS(=O)(=O)C2)=[CH:6][CH:7]=1.[F:17][C:18]([F:23])([F:22])[CH2:19][CH2:20][NH2:21], predict the reaction product. The product is: [Cl:1][C:2]1[CH:3]=[C:4]([NH2:16])[C:5]([NH:21][CH2:20][CH2:19][C:18]([F:23])([F:22])[F:17])=[CH:6][CH:7]=1. (2) Given the reactants Cl.[NH2:2]O.[NH:4]1[C:12]2[C:7](=[CH:8][CH:9]=[CH:10][N:11]=2)[C:6]([CH:13]=O)=[CH:5]1.C(OC(=O)C)(=O)C.CCOC(C)=O, predict the reaction product. The product is: [NH:4]1[C:12]2=[N:11][CH:10]=[CH:9][CH:8]=[C:7]2[C:6]([C:13]#[N:2])=[CH:5]1. (3) Given the reactants O1CCCCC1[O:7][CH2:8][CH2:9][CH2:10][CH2:11][CH2:12][CH2:13][CH2:14][CH2:15][CH2:16][CH2:17][CH2:18]Br.O1CCCCC1[O:26][C:27]1[CH:32]=[CH:31][C:30]([Mg]Br)=[CH:29][CH:28]=1.O1CCCCC1OC1C=CC(Br)=CC=1.[Mg], predict the reaction product. The product is: [OH:7][CH2:8][CH2:9][CH2:10][CH2:11][CH2:12][CH2:13][CH2:14][CH2:15][CH2:16][CH2:17][CH2:18][C:30]1[CH:29]=[CH:28][C:27]([OH:26])=[CH:32][CH:31]=1. (4) Given the reactants [C:1]([C:5]1[CH:6]=[CH:7][C:8]([CH3:20])=[C:9]([CH:19]=1)[O:10][C:11]1[O:12][CH:13]=[C:14]([C:16]([OH:18])=O)[N:15]=1)([CH3:4])([CH3:3])[CH3:2].[NH2:21][C:22]1[C:23]([O:42][CH3:43])=[N:24][C:25]([NH:30][CH2:31][CH2:32][N:33]([CH3:41])[C:34](=[O:40])[O:35][C:36]([CH3:39])([CH3:38])[CH3:37])=[N:26][C:27]=1[O:28][CH3:29].C(N(CC)CC)C.CN(C(ON1N=NC2C=CC=NC1=2)=[N+](C)C)C.F[P-](F)(F)(F)(F)F, predict the reaction product. The product is: [C:1]([C:5]1[CH:6]=[CH:7][C:8]([CH3:20])=[C:9]([CH:19]=1)[O:10][C:11]1[O:12][CH:13]=[C:14]([C:16]([NH:21][C:22]2[C:27]([O:28][CH3:29])=[N:26][C:25]([NH:30][CH2:31][CH2:32][N:33]([CH3:41])[C:34](=[O:40])[O:35][C:36]([CH3:37])([CH3:38])[CH3:39])=[N:24][C:23]=2[O:42][CH3:43])=[O:18])[N:15]=1)([CH3:2])([CH3:3])[CH3:4].